From a dataset of Catalyst prediction with 721,799 reactions and 888 catalyst types from USPTO. Predict which catalyst facilitates the given reaction. (1) Reactant: Cl[C:2]1[C:7]2[O:8][CH2:9][CH2:10][CH2:11][O:12][C:6]=2[CH:5]=[C:4]([CH2:13][NH:14][CH2:15][CH:16]([CH3:18])[CH3:17])[CH:3]=1.[CH2:19]([N:26]1[CH2:30][CH2:29][CH:28]([C:31]([OH:33])=O)[CH2:27]1)[C:20]1[CH:25]=[CH:24][CH:23]=[CH:22][CH:21]=1.Cl.C(N=C=NCCCN(C)C)C.CC1C=CN=C(N)C=1C. Product: [CH2:19]([N:26]1[CH2:30][CH2:29][CH:28]([C:31]([N:14]([CH2:13][C:4]2[CH:3]=[CH:2][C:7]3[O:8][CH2:9][CH2:10][CH2:11][O:12][C:6]=3[CH:5]=2)[CH2:15][CH:16]([CH3:18])[CH3:17])=[O:33])[CH2:27]1)[C:20]1[CH:21]=[CH:22][CH:23]=[CH:24][CH:25]=1. The catalyst class is: 46. (2) Reactant: [C:1]([NH:5][C:6]1[N:7]=[C:8](Cl)[CH:9]=[C:10]2[C:15]=1[C:14](=[O:16])[N:13]([CH2:17][CH2:18][OH:19])[CH:12]=[CH:11]2)([CH3:4])([CH3:3])[CH3:2].[NH2:21][C:22]1[CH:27]=[C:26]([CH:28]([OH:30])[CH3:29])[CH:25]=[CH:24][N:23]=1.[C:31]([O-])([O-])=O.[Cs+].[Cs+].CC1(C)C2C(=C(P(C3C=CC=CC=3)C3C=CC=CC=3)C=CC=2)OC2C(P(C3C=CC=CC=3)C3C=CC=CC=3)=CC=CC1=2. Product: [C:1]([NH:5][C:6]1[N:7]=[C:8]([NH:21][C:22]2[CH:27]=[C:26]([C:28]([OH:30])([CH3:31])[CH3:29])[CH:25]=[CH:24][N:23]=2)[CH:9]=[C:10]2[C:15]=1[C:14](=[O:16])[N:13]([CH2:17][CH2:18][OH:19])[CH:12]=[CH:11]2)([CH3:4])([CH3:3])[CH3:2]. The catalyst class is: 12.